Dataset: NCI-60 drug combinations with 297,098 pairs across 59 cell lines. Task: Regression. Given two drug SMILES strings and cell line genomic features, predict the synergy score measuring deviation from expected non-interaction effect. (1) Drug 1: C1=NC2=C(N1)C(=S)N=C(N2)N. Drug 2: CC12CCC3C(C1CCC2O)C(CC4=C3C=CC(=C4)O)CCCCCCCCCS(=O)CCCC(C(F)(F)F)(F)F. Cell line: PC-3. Synergy scores: CSS=18.7, Synergy_ZIP=-10.0, Synergy_Bliss=-4.86, Synergy_Loewe=-10.6, Synergy_HSA=-5.09. (2) Drug 1: C1=CC(=C2C(=C1NCCNCCO)C(=O)C3=C(C=CC(=C3C2=O)O)O)NCCNCCO. Drug 2: C#CCC(CC1=CN=C2C(=N1)C(=NC(=N2)N)N)C3=CC=C(C=C3)C(=O)NC(CCC(=O)O)C(=O)O. Cell line: MALME-3M. Synergy scores: CSS=18.4, Synergy_ZIP=-11.2, Synergy_Bliss=-4.49, Synergy_Loewe=-4.13, Synergy_HSA=-4.04.